From a dataset of Forward reaction prediction with 1.9M reactions from USPTO patents (1976-2016). Predict the product of the given reaction. (1) Given the reactants [N+]([C:4]1[CH:11]=[CH:10][CH:9]=[C:8]([N+:12]([O-:14])=[O:13])[C:5]=1[C:6]#[N:7])([O-])=O.[O:15]1[CH:19]=[CH:18][C:17]([CH2:20][OH:21])=[CH:16]1, predict the reaction product. The product is: [N+:12]([C:8]1[CH:9]=[CH:10][CH:11]=[C:4]([O:21][CH2:20][C:17]2[CH:18]=[CH:19][O:15][CH:16]=2)[C:5]=1[C:6]#[N:7])([O-:14])=[O:13]. (2) Given the reactants [C:1](SCCCC)(=[S:8])[C:2]1[CH:7]=[CH:6][CH:5]=[CH:4][CH:3]=1.[CH3:14][C:15]([S-:18])([CH3:17])[CH3:16].[Na+], predict the reaction product. The product is: [C:1]([S:18][C:15]([CH3:17])([CH3:16])[CH3:14])(=[S:8])[C:2]1[CH:7]=[CH:6][CH:5]=[CH:4][CH:3]=1. (3) Given the reactants [Cl:1][C:2]1[CH:7]=[CH:6][CH:5]=[CH:4][C:3]=1[C:8]1[C:12]([C:13]([NH2:15])=[O:14])=[CH:11][N:10]([C:16]2[CH:21]=[CH:20][N:19]=[C:18]([Cl:22])[CH:17]=2)[N:9]=1.[O:23](C(OC(C)(C)C)=O)[C:24]([O:26][C:27]([CH3:30])([CH3:29])[CH3:28])=O, predict the reaction product. The product is: [Cl:1][C:2]1[CH:7]=[CH:6][CH:5]=[CH:4][C:3]=1[C:8]1[C:12]([C:13]([N:15]([C:24]([O:26][C:27]([CH3:30])([CH3:29])[CH3:28])=[O:23])[C:24]([O:26][C:27]([CH3:30])([CH3:29])[CH3:28])=[O:23])=[O:14])=[CH:11][N:10]([C:16]2[CH:21]=[CH:20][N:19]=[C:18]([Cl:22])[CH:17]=2)[N:9]=1. (4) Given the reactants Br[C:2]1[N:3]=[C:4]([C:9]2[O:10][C:11]([C:14]([CH3:17])([CH3:16])[CH3:15])=[N:12][N:13]=2)[C:5]([NH2:8])=[N:6][CH:7]=1.C1(P(C2CCCCC2)C2C=CC=CC=2C2C(C(C)C)=CC(C(C)C)=CC=2C(C)C)CCCCC1.[C:52]([Zn]C#N)#[N:53], predict the reaction product. The product is: [NH2:8][C:5]1[N:6]=[CH:7][C:2]([C:52]#[N:53])=[N:3][C:4]=1[C:9]1[O:10][C:11]([C:14]([CH3:17])([CH3:16])[CH3:15])=[N:12][N:13]=1. (5) Given the reactants Cl.Cl.[NH:3]1[C:11]2[C:6](=[CH:7][C:8]([C:12]3[C:20]4[C:19]([NH2:21])=[N:18][CH:17]=[N:16][C:15]=4[N:14]([CH3:22])[CH:13]=3)=[CH:9][CH:10]=2)[CH2:5][CH2:4]1.[F:23][C:24]1[CH:25]=[C:26]([CH2:31][C:32](O)=[O:33])[CH:27]=[C:28]([F:30])[CH:29]=1.CN(C(ON1N=NC2C=CC=NC1=2)=[N+](C)C)C.F[P-](F)(F)(F)(F)F.CCN(C(C)C)C(C)C, predict the reaction product. The product is: [F:23][C:24]1[CH:25]=[C:26]([CH2:31][C:32]([N:3]2[C:11]3[C:6](=[CH:7][C:8]([C:12]4[C:20]5[C:19]([NH2:21])=[N:18][CH:17]=[N:16][C:15]=5[N:14]([CH3:22])[CH:13]=4)=[CH:9][CH:10]=3)[CH2:5][CH2:4]2)=[O:33])[CH:27]=[C:28]([F:30])[CH:29]=1. (6) Given the reactants BrCCBr.[C:5]([O:9][C:10]([N:12]1[CH2:15][CH:14](I)[CH2:13]1)=[O:11])([CH3:8])([CH3:7])[CH3:6].FC(F)(F)S(O[C:23]1[CH:32]=[CH:31][C:30]2[CH2:29][CH2:28][CH:27]([NH:33][C:34]([O:36][CH2:37][CH3:38])=[O:35])[CH:26]([CH2:39][C:40]3[CH:45]=[CH:44][C:43](Cl)=[C:42]([Cl:47])[CH:41]=3)[C:25]=2[CH:24]=1)(=O)=O.O, predict the reaction product. The product is: [C:5]([O:9][C:10]([N:12]1[CH2:15][CH:14]([C:23]2[CH:32]=[CH:31][C:30]3[CH2:29][CH2:28][CH:27]([NH:33][C:34]([O:36][CH2:37][CH3:38])=[O:35])[CH:26]([CH2:39][C:40]4[CH:45]=[CH:44][CH:43]=[C:42]([Cl:47])[CH:41]=4)[C:25]=3[CH:24]=2)[CH2:13]1)=[O:11])([CH3:8])([CH3:7])[CH3:6]. (7) Given the reactants [Br:1][C:2]1[CH:3]=[C:4]2[C:12](=[CH:13][CH:14]=1)[NH:11][C:10]1[CH:9]([NH2:15])[CH2:8][CH2:7][CH2:6][C:5]2=1.Cl[C:17]1[S:18][C:19]2[CH:25]=[CH:24][CH:23]=[CH:22][C:20]=2[N:21]=1, predict the reaction product. The product is: [S:18]1[C:19]2[CH:25]=[CH:24][CH:23]=[CH:22][C:20]=2[N:21]=[C:17]1[NH:15][CH:9]1[C:10]2[NH:11][C:12]3[C:4](=[CH:3][C:2]([Br:1])=[CH:14][CH:13]=3)[C:5]=2[CH2:6][CH2:7][CH2:8]1. (8) Given the reactants [C:1]([NH2:4])(=[S:3])[CH3:2].Br[CH2:6][C:7]([C:9]1[CH:14]=[CH:13][C:12]([F:15])=[CH:11][CH:10]=1)=O.N, predict the reaction product. The product is: [F:15][C:12]1[CH:13]=[CH:14][C:9]([C:7]2[N:4]=[C:1]([CH3:2])[S:3][CH:6]=2)=[CH:10][CH:11]=1. (9) Given the reactants [OH:1][NH:2][C:3](=[NH:12])[C:4]1[CH:9]=[C:8](C)[N:7]=[C:6]([CH3:11])[CH:5]=1.COC(=O)C1C=C(C)[N:19]=[C:18](Cl)[CH:17]=1, predict the reaction product. The product is: [CH2:18]([NH:19][C:8]1[CH:9]=[C:4]([CH:5]=[C:6]([CH3:11])[N:7]=1)[C:3]([NH:2][OH:1])=[NH:12])[CH3:17]. (10) The product is: [NH2:10][C:3]1[C:2](/[CH:18]=[CH:13]/[C:12]([O:15][CH2:16][CH3:17])=[O:14])=[N:7][CH:6]=[C:5]([O:8][CH3:9])[N:4]=1. Given the reactants Cl[C:2]1[C:3]([NH2:10])=[N:4][C:5]([O:8][CH3:9])=[CH:6][N:7]=1.O.[C:12]([O:15][CH2:16][CH3:17])(=[O:14])[CH3:13].[CH2:18](N(CC)CC)C, predict the reaction product.